Dataset: Human liver microsome stability data. Task: Regression/Classification. Given a drug SMILES string, predict its absorption, distribution, metabolism, or excretion properties. Task type varies by dataset: regression for continuous measurements (e.g., permeability, clearance, half-life) or binary classification for categorical outcomes (e.g., BBB penetration, CYP inhibition). Dataset: hlm. (1) The drug is CC(C)CCn1nc(-c2cncs2)c(O)c(C2=NS(=O)(=O)c3cc(OCC(N)=O)ccc3N2)c1=O. The result is 0 (unstable in human liver microsomes). (2) The result is 0 (unstable in human liver microsomes). The compound is NCC1(c2ccc(Cl)c(Cl)c2)CCCCC1. (3) The compound is Cc1ccc(-c2nn(CCC(C)(C)C)c(=O)c(C3=NS(=O)(=O)c4cc(OCC(N)=O)ccc4N3)c2O)s1. The result is 0 (unstable in human liver microsomes).